From a dataset of Full USPTO retrosynthesis dataset with 1.9M reactions from patents (1976-2016). Predict the reactants needed to synthesize the given product. (1) Given the product [Cl:12][C:8]1[N:7]=[C:6]([N:13]2[CH2:18][CH2:17][O:16][CH2:15][CH2:14]2)[C:5]2[C:10](=[CH:11][C:2]([C:24]3[CH:25]=[C:20]([CH:21]=[CH:22][CH:23]=3)[NH2:19])=[CH:3][CH:4]=2)[N:9]=1, predict the reactants needed to synthesize it. The reactants are: Br[C:2]1[CH:11]=[C:10]2[C:5]([C:6]([N:13]3[CH2:18][CH2:17][O:16][CH2:15][CH2:14]3)=[N:7][C:8]([Cl:12])=[N:9]2)=[CH:4][CH:3]=1.[NH2:19][C:20]1[CH:21]=[C:22](B2OC(C)(C)C(C)(C)O2)[CH:23]=[CH:24][CH:25]=1.C(=O)([O-])[O-].[Na+].[Na+].C1(C)C=CC=CC=1. (2) Given the product [Br:1][C:6]1[C:5]([C:8]([OH:10])=[O:9])=[N:4][NH:3][CH:7]=1, predict the reactants needed to synthesize it. The reactants are: [Br:1]Br.[NH:3]1[CH:7]=[CH:6][C:5]([C:8]([OH:10])=[O:9])=[N:4]1.O.C(OCC)C.